This data is from Full USPTO retrosynthesis dataset with 1.9M reactions from patents (1976-2016). The task is: Predict the reactants needed to synthesize the given product. (1) Given the product [Cl:43][C:20]1[N:15]2[N:14]=[C:13]([CH3:12])[C:28]([CH2:29][C:30]3[CH:35]=[CH:34][CH:33]=[C:32]([C:36]([F:39])([F:38])[F:37])[C:31]=3[CH3:40])=[C:16]2[N:17]=[C:18]([CH:22]2[CH2:27][CH2:26][O:25][CH2:24][CH2:23]2)[CH:19]=1, predict the reactants needed to synthesize it. The reactants are: C(N(CC)C1C=CC=CC=1)C.[CH3:12][C:13]1[C:28]([CH2:29][C:30]2[CH:35]=[CH:34][CH:33]=[C:32]([C:36]([F:39])([F:38])[F:37])[C:31]=2[CH3:40])=[C:16]2[NH:17][C:18]([CH:22]3[CH2:27][CH2:26][O:25][CH2:24][CH2:23]3)=[CH:19][C:20](=O)[N:15]2[N:14]=1.P(Cl)(Cl)([Cl:43])=O. (2) Given the product [F:32][C:27]1[CH:26]=[CH:25][C:24]([C:21]2[N:20]=[C:19]3[N:15]([CH2:14][C@H:10]4[O:11][CH2:12][CH2:13][N:8]([C:5]5[N:4]=[CH:3][C:2]([C:57]6[CH:56]=[CH:55][C:47]([CH2:48][N:49]7[CH2:54][CH2:53][O:52][CH2:51][CH2:50]7)=[C:46]([F:45])[CH:58]=6)=[CH:7][N:6]=5)[CH2:9]4)[N:16]=[N:17][C:18]3=[N:23][CH:22]=2)=[CH:31][C:28]=1[C:29]#[N:30], predict the reactants needed to synthesize it. The reactants are: Br[C:2]1[CH:3]=[N:4][C:5]([N:8]2[CH2:13][CH2:12][O:11][C@H:10]([CH2:14][N:15]3[C:19]4=[N:20][C:21]([C:24]5[CH:25]=[CH:26][C:27]([F:32])=[C:28]([CH:31]=5)[C:29]#[N:30])=[CH:22][N:23]=[C:18]4[N:17]=[N:16]3)[CH2:9]2)=[N:6][CH:7]=1.C([O-])([O-])=O.[K+].[K+].O1CCOCC1.[F:45][C:46]1[CH:58]=[C:57](B2OC(C)(C)C(C)(C)O2)[CH:56]=[CH:55][C:47]=1[CH2:48][N:49]1[CH2:54][CH2:53][O:52][CH2:51][CH2:50]1. (3) Given the product [CH:22]1([NH:25][C:2]2[CH:12]=[CH:11][C:5]([C:6]([O:8][CH2:9][CH3:10])=[O:7])=[CH:4][C:3]=2[N+:13]([O-:15])=[O:14])[CH2:24][CH2:23]1, predict the reactants needed to synthesize it. The reactants are: Cl[C:2]1[CH:12]=[CH:11][C:5]([C:6]([O:8][CH2:9][CH3:10])=[O:7])=[CH:4][C:3]=1[N+:13]([O-:15])=[O:14].C([O-])([O-])=O.[K+].[K+].[CH:22]1([NH2:25])[CH2:24][CH2:23]1. (4) Given the product [CH3:37][O:38][C:39]1[CH:48]=[C:47]([N:49]([C@@H:11]([C:13]2[CH:18]=[CH:17][CH:16]=[CH:15][CH:14]=2)[CH2:10][N:7]2[CH2:8][CH2:9][C@H:5]([O:4][CH2:3][O:2][CH3:1])[CH2:6]2)[CH3:50])[CH:46]=[CH:45][C:40]=1[C:41]([O:43][CH3:44])=[O:42], predict the reactants needed to synthesize it. The reactants are: [CH3:1][O:2][CH2:3][O:4][C@H:5]1[CH2:9][CH2:8][N:7]([CH2:10][C@H:11]([C:13]2[CH:18]=[CH:17][CH:16]=[CH:15][CH:14]=2)O)[CH2:6]1.COCO[C@H]1CCN([C@H](C2C=CC=CC=2)CO)C1.[CH3:37][O:38][C:39]1[CH:48]=[C:47]([NH:49][CH3:50])[CH:46]=[CH:45][C:40]=1[C:41]([O:43][CH3:44])=[O:42]. (5) Given the product [CH2:8]([O:7][CH2:6][CH:5]1[CH2:15][CH2:16][CH:17]=[CH:1][O:4]1)[C:9]1[CH:10]=[CH:11][CH:12]=[CH:13][CH:14]=1, predict the reactants needed to synthesize it. The reactants are: [CH2:1]([O:4][CH:5]([CH2:15][CH:16]=[CH2:17])[CH2:6][O:7][CH2:8][C:9]1[CH:14]=[CH:13][CH:12]=[CH:11][CH:10]=1)C=C.C(O)(C)C.[OH-].[Na+]. (6) Given the product [CH3:47][C:45]([O:48][C@H:49]([CH3:56])[C@@H:50]([C:52]([O:54][CH3:55])=[O:53])[NH:51][C:34]([C:33]1[CH:32]=[CH:31][C:30]([C:37]2[CH:42]=[CH:41][CH:40]=[CH:39][CH:38]=2)=[CH:29][C:28]=1[N+:25]([O-:27])=[O:26])=[O:36])([CH3:44])[CH3:46], predict the reactants needed to synthesize it. The reactants are: CN(C(ON1N=NC2C=CC=NC1=2)=[N+](C)C)C.F[P-](F)(F)(F)(F)F.[N+:25]([C:28]1[CH:29]=[C:30]([C:37]2[CH:42]=[CH:41][CH:40]=[CH:39][CH:38]=2)[CH:31]=[CH:32][C:33]=1[C:34]([OH:36])=O)([O-:27])=[O:26].Cl.[CH3:44][C:45]([O:48][C@H:49]([CH3:56])[C@@H:50]([C:52]([O:54][CH3:55])=[O:53])[NH2:51])([CH3:47])[CH3:46].C(N(C(C)C)CC)(C)C. (7) Given the product [CH3:1][CH:2]1[CH2:7][C:6](=[O:8])[CH:5]=[C:4]([C:25]2[CH:30]=[CH:29][N:28]=[CH:27][C:26]=2[N+:31]([O-:33])=[O:32])[CH2:3]1, predict the reactants needed to synthesize it. The reactants are: [CH3:1][CH:2]1[CH2:7][C:6](=[O:8])[CH:5]=[C:4](B2OC(C)(C)C(C)(C)O2)[CH2:3]1.C([O-])([O-])=O.[Na+].[Na+].Cl[C:25]1[CH:30]=[CH:29][N:28]=[CH:27][C:26]=1[N+:31]([O-:33])=[O:32]. (8) Given the product [O:37]=[C:26]1[N:27]([CH2:2][C:3]2[CH:20]=[C:19]([C:21]([F:24])([F:23])[F:22])[CH:18]=[CH:17][C:4]=2[O:5][C:6]2[CH:7]=[C:8]([CH:12]([CH3:16])[C:13]([OH:15])=[O:14])[CH:9]=[CH:10][CH:11]=2)[CH2:28][CH2:29][O:25]1, predict the reactants needed to synthesize it. The reactants are: Br[CH2:2][C:3]1[CH:20]=[C:19]([C:21]([F:24])([F:23])[F:22])[CH:18]=[CH:17][C:4]=1[O:5][C:6]1[CH:7]=[C:8]([CH:12]([CH3:16])[C:13]([OH:15])=[O:14])[CH:9]=[CH:10][CH:11]=1.[O:25]1[CH2:29][C:28](=O)[N:27]=[C-:26]1.[H-].[Na+].CN(C=[O:37])C.